Dataset: Forward reaction prediction with 1.9M reactions from USPTO patents (1976-2016). Task: Predict the product of the given reaction. (1) The product is: [F:17][C:18]1[CH:30]=[CH:29][C:21]([O:22][CH2:23][CH2:24][N:25]2[CH2:26][CH2:27][N:11]3[C:12](=[O:13])[C:7]([N:5]4[CH:6]=[C:2]([CH3:1])[N:3]=[CH:4]4)=[CH:8][CH:9]=[C:10]3[C:14]2=[O:16])=[C:20]([C:31]([F:32])([F:33])[F:34])[CH:19]=1. Given the reactants [CH3:1][C:2]1[N:3]=[CH:4][N:5]([C:7]2[C:12](=[O:13])[NH:11][C:10]([C:14]([OH:16])=O)=[CH:9][CH:8]=2)[CH:6]=1.[F:17][C:18]1[CH:30]=[CH:29][C:21]([O:22][CH2:23][CH2:24][NH:25][CH2:26][CH2:27]O)=[C:20]([C:31]([F:34])([F:33])[F:32])[CH:19]=1.C(N(CC)C(C)C)(C)C.F[P-](F)(F)(F)(F)F.N1(OC(N(C)C)=[N+](C)C)C2N=CC=CC=2N=N1, predict the reaction product. (2) Given the reactants [CH2:1]([NH2:8])[C:2]1[CH:7]=[CH:6][CH:5]=[CH:4][CH:3]=1.[F:9][C:10]([F:15])([F:14])[CH:11]1[O:13][CH2:12]1, predict the reaction product. The product is: [C:2]1([CH2:1][N:8]([CH2:12][CH:11]([OH:13])[C:10]([F:15])([F:14])[F:9])[CH2:12][CH:11]([OH:13])[C:10]([F:15])([F:14])[F:9])[CH:7]=[CH:6][CH:5]=[CH:4][CH:3]=1. (3) Given the reactants [Br:1][C:2]1[CH:3]=[C:4]2[C:9](=[CH:10][CH:11]=1)[C:8](=[O:12])[NH:7][C:6](=[O:13])/[C:5]/2=[CH:14]/OC.FC(F)(F)C(O)=O.[NH2:24][CH2:25][C:26]1[CH:27]=[CH:28][C:29]([O:35][CH2:36][CH2:37][CH3:38])=[C:30]([CH:34]=1)[C:31]([OH:33])=[O:32].O1CCCC1.C(N(CC)CC)C, predict the reaction product. The product is: [Br:1][C:2]1[CH:3]=[C:4]2[C:9](=[CH:10][CH:11]=1)[C:8](=[O:12])[NH:7][C:6](=[O:13])/[C:5]/2=[CH:14]\[NH:24][CH2:25][C:26]1[CH:27]=[CH:28][C:29]([O:35][CH2:36][CH2:37][CH3:38])=[C:30]([CH:34]=1)[C:31]([OH:33])=[O:32]. (4) Given the reactants [CH3:1][S:2][C:3]1[S:7][C:6]2=[N:8][C:9]([C:11]3[O:12][C:13]4[C:14](=[C:16]([C:20]([O:22]C)=[O:21])[CH:17]=[CH:18][CH:19]=4)[CH:15]=3)=[CH:10][N:5]2[N:4]=1.Br, predict the reaction product. The product is: [CH3:1][S:2][C:3]1[S:7][C:6]2=[N:8][C:9]([C:11]3[O:12][C:13]4[C:14](=[C:16]([C:20]([OH:22])=[O:21])[CH:17]=[CH:18][CH:19]=4)[CH:15]=3)=[CH:10][N:5]2[N:4]=1.